Dataset: Catalyst prediction with 721,799 reactions and 888 catalyst types from USPTO. Task: Predict which catalyst facilitates the given reaction. (1) Reactant: [CH2:1]([N:8]1[CH2:13][CH2:12][NH:11][CH2:10][CH2:9]1)[C:2]1[CH:7]=[CH:6][CH:5]=[CH:4][CH:3]=1.F[C:15]1[CH:20]=[CH:19][C:18]([N+:21]([O-:23])=[O:22])=[CH:17][CH:16]=1.C([O-])([O-])=O.[K+].[K+]. Product: [CH2:1]([N:8]1[CH2:13][CH2:12][N:11]([C:15]2[CH:20]=[CH:19][C:18]([N+:21]([O-:23])=[O:22])=[CH:17][CH:16]=2)[CH2:10][CH2:9]1)[C:2]1[CH:3]=[CH:4][CH:5]=[CH:6][CH:7]=1. The catalyst class is: 40. (2) Reactant: C(OC([N:11]1[CH2:15][C@@H:14]([F:16])[C@@H:13]([CH2:17][NH:18][CH:19]2[CH2:21][CH2:20]2)[CH2:12]1)=O)C1C=CC=CC=1.[H][H]. Product: [CH:19]1([NH:18][CH2:17][C@@H:13]2[C@H:14]([F:16])[CH2:15][NH:11][CH2:12]2)[CH2:21][CH2:20]1. The catalyst class is: 178. (3) Reactant: [F:1][C:2]1[CH:7]=[CH:6][C:5]([C:8]2[CH:13]=[CH:12][C:11]([OH:14])=[CH:10][CH:9]=2)=[CH:4][C:3]=1[C:15]#[N:16].Br[CH2:18][CH2:19][O:20][CH3:21].[I-].[K+].C(=O)([O-])[O-].[K+].[K+]. Product: [F:1][C:2]1[CH:7]=[CH:6][C:5]([C:8]2[CH:9]=[CH:10][C:11]([O:14][CH2:18][CH2:19][O:20][CH3:21])=[CH:12][CH:13]=2)=[CH:4][C:3]=1[C:15]#[N:16]. The catalyst class is: 131. (4) Reactant: C(O[C:4]1[S:5][C:6]2[C:14]([N+:15]([O-:17])=[O:16])=[CH:13][C:12]([C:18]([F:21])([F:20])[F:19])=[CH:11][C:7]=2[C:8](=[O:10])[N:9]=1)C.[CH2:22]([NH2:29])[C:23]1[CH:28]=[CH:27][CH:26]=[CH:25][CH:24]=1. Product: [CH2:22]([NH:29][C:4]1[S:5][C:6]2[C:14]([N+:15]([O-:17])=[O:16])=[CH:13][C:12]([C:18]([F:19])([F:20])[F:21])=[CH:11][C:7]=2[C:8](=[O:10])[N:9]=1)[C:23]1[CH:28]=[CH:27][CH:26]=[CH:25][CH:24]=1. The catalyst class is: 15. (5) Reactant: [BrH:1].C(O)(=O)C.[Cl:6][C:7]1[CH:12]=[CH:11][CH:10]=[CH:9][C:8]=1[C:13](=O)[CH2:14][S:15][C:16]#[N:17].O. Product: [Br:1][C:16]1[S:15][CH:14]=[C:13]([C:8]2[CH:9]=[CH:10][CH:11]=[CH:12][C:7]=2[Cl:6])[N:17]=1. The catalyst class is: 15. (6) Reactant: [NH2:1][C@@H:2]1[C@H:7]([NH:8][C:9]2[N:14]=[C:13](Cl)[C:12]3[C:16](=[O:30])[N:17]([CH2:19][C:20]4[CH:25]=[CH:24][C:23]([O:26][CH3:27])=[CH:22][C:21]=4[O:28][CH3:29])[CH2:18][C:11]=3[C:10]=2[F:31])[CH2:6][CH2:5][O:4][CH2:3]1.[N:32]1[N:36]2[CH:37]=[CH:38][CH:39]=[CH:40][C:35]2=[C:34](B(O)O)[CH:33]=1.C([O-])(O)=O.[Na+]. Product: [NH2:1][C@@H:2]1[C@H:7]([NH:8][C:9]2[N:14]=[C:13]([C:34]3[CH:33]=[N:32][N:36]4[CH:37]=[CH:38][CH:39]=[CH:40][C:35]=34)[C:12]3[C:16](=[O:30])[N:17]([CH2:19][C:20]4[CH:25]=[CH:24][C:23]([O:26][CH3:27])=[CH:22][C:21]=4[O:28][CH3:29])[CH2:18][C:11]=3[C:10]=2[F:31])[CH2:6][CH2:5][O:4][CH2:3]1. The catalyst class is: 184.